Dataset: Reaction yield outcomes from USPTO patents with 853,638 reactions. Task: Predict the reaction yield, written as a fraction of the theoretical maximum amount of product (1.0 means a 100% yield; for example, 0.34 means a 34% yield). The reactants are [Mg].[F:2][CH:3](Br)[C:4]1C=CC=C[CH:5]=1.[F:11][C:12]([F:33])([F:32])[CH2:13][N:14]1[C:19](=[O:20])[C:18](Cl)=[C:17]([C:22]2[CH:27]=[CH:26][C:25]([S:28]([CH3:31])(=[O:30])=[O:29])=[CH:24][CH:23]=2)[CH:16]=[N:15]1.N1N[C:36](=O)[CH:37]=[CH:38][CH:39]=1. The catalyst is C1COCC1.CCOCC. The product is [F:11][C:12]([F:33])([F:32])[CH2:13][N:14]1[C:19](=[O:20])[C:18]([CH2:36][C:37]2[CH:5]=[CH:4][C:3]([F:2])=[CH:39][CH:38]=2)=[C:17]([C:22]2[CH:27]=[CH:26][C:25]([S:28]([CH3:31])(=[O:30])=[O:29])=[CH:24][CH:23]=2)[CH:16]=[N:15]1. The yield is 0.280.